Task: Predict the reactants needed to synthesize the given product.. Dataset: Full USPTO retrosynthesis dataset with 1.9M reactions from patents (1976-2016) (1) Given the product [Cl:24][C:20]1[CH:21]=[CH:22][CH:23]=[C:2]([Cl:1])[C:3]=1[CH2:4][N:5]1[C:13]2[C:8](=[CH:9][C:10]([OH:17])=[C:11]([C:14]([OH:16])=[O:15])[CH:12]=2)[C:7]([CH3:19])=[N:6]1, predict the reactants needed to synthesize it. The reactants are: [Cl:1][C:2]1[CH:23]=[CH:22][CH:21]=[C:20]([Cl:24])[C:3]=1[CH2:4][N:5]1[C:13]2[C:8](=[CH:9][C:10]([O:17]C)=[C:11]([C:14]([OH:16])=[O:15])[CH:12]=2)[C:7]([CH3:19])=[N:6]1.[Br-].[Br-].[Br-].B. (2) Given the product [CH2:11]([O:10][C:8]([NH:1][C@H:2]([C:4]([O:6][CH3:7])=[O:5])[CH2:3][O:24][CH2:23][CH3:22])=[O:9])[C:12]1[CH:13]=[CH:14][CH:15]=[CH:16][CH:17]=1, predict the reactants needed to synthesize it. The reactants are: [N@:1]1([C:8]([O:10][CH2:11][C:12]2[CH:17]=[CH:16][CH:15]=[CH:14][CH:13]=2)=[O:9])[CH2:3][CH:2]1[C:4]([O:6][CH3:7])=[O:5].B(F)(F)F.[CH3:22][CH2:23][O:24]CC.C(O)C. (3) Given the product [C:1]([C@@H:3]([NH:25][C:26]([C@@H:28]1[CH2:33][CH2:32][CH2:31][CH2:30][NH:29]1)=[O:27])[CH2:4][C:5]1[CH:10]=[CH:9][C:8]([C:11]2[CH:12]=[CH:13][C:14]3[O:18][C:17](=[O:19])[N:16]([CH2:20][CH2:21][O:22][CH3:23])[C:15]=3[CH:24]=2)=[CH:7][CH:6]=1)#[N:2], predict the reactants needed to synthesize it. The reactants are: [C:1]([C@@H:3]([NH:25][C:26]([C@@H:28]1[CH2:33][CH2:32][CH2:31][CH2:30][N:29]1C(OC(C)(C)C)=O)=[O:27])[CH2:4][C:5]1[CH:10]=[CH:9][C:8]([C:11]2[CH:12]=[CH:13][C:14]3[O:18][C:17](=[O:19])[N:16]([CH2:20][CH2:21][O:22][CH3:23])[C:15]=3[CH:24]=2)=[CH:7][CH:6]=1)#[N:2].C(OCC)C. (4) Given the product [O:9]([CH2:8][C:5]1[CH:6]=[CH:7][C:2]([CH:24]=[O:25])=[CH:3][CH:4]=1)[C:10]1[CH:15]=[CH:14][CH:13]=[CH:12][CH:11]=1, predict the reactants needed to synthesize it. The reactants are: Br[C:2]1[CH:7]=[CH:6][C:5]([CH2:8][O:9][C:10]2[CH:15]=[CH:14][CH:13]=[CH:12][CH:11]=2)=[CH:4][CH:3]=1.C([Li])CCC.CN([CH:24]=[O:25])C. (5) Given the product [CH2:29]([O:31][C:32]1[C:33]([CH3:40])=[C:34]([CH3:39])[C:35]2[N:36]([C:2]([C:23]3[CH:24]=[CH:25][CH:26]=[CH:27][CH:28]=3)=[C:3]([C:5]3[CH:10]=[CH:9][C:8]([C:11]4([NH:15][C:16](=[O:22])[O:17][C:18]([CH3:20])([CH3:19])[CH3:21])[CH2:12][CH2:13][CH2:14]4)=[CH:7][CH:6]=3)[N:38]=2)[N:37]=1)[CH3:30], predict the reactants needed to synthesize it. The reactants are: Br[CH:2]([C:23]1[CH:28]=[CH:27][CH:26]=[CH:25][CH:24]=1)[C:3]([C:5]1[CH:10]=[CH:9][C:8]([C:11]2([NH:15][C:16](=[O:22])[O:17][C:18]([CH3:21])([CH3:20])[CH3:19])[CH2:14][CH2:13][CH2:12]2)=[CH:7][CH:6]=1)=O.[CH2:29]([O:31][C:32]1[N:37]=[N:36][C:35]([NH2:38])=[C:34]([CH3:39])[C:33]=1[CH3:40])[CH3:30].C(N(CC)C(C)C)(C)C. (6) Given the product [CH2:22]=[C:21]1[C:20](=[CH2:23])[CH2:19][CH:7]2[O:6][C:11]1([C:12]1[CH:17]=[CH:16][CH:15]=[CH:14][CH:13]=1)[CH2:10][CH2:9][CH2:8]2, predict the reactants needed to synthesize it. The reactants are: C(OCC)C.[OH:6][CH:7]([CH2:19][C:20]([CH2:23][Si](C)(C)C)=[C:21]=[CH2:22])[CH2:8][CH2:9][C:10](=O)[CH2:11][C:12]1[CH:17]=[CH:16][CH:15]=[CH:14][CH:13]=1.FC(F)(F)S(O[Si](C)(C)C)(=O)=O.O.